Dataset: Forward reaction prediction with 1.9M reactions from USPTO patents (1976-2016). Task: Predict the product of the given reaction. (1) Given the reactants C(OC([NH:11][CH2:12][CH2:13][CH2:14][C@@H:15]([C:24](O)=[O:25])[NH:16]C(OC(C)(C)C)=O)=O)C1C=CC=CC=1.[CH:27]1([S:33]([Cl:36])(=[O:35])=[O:34])[CH2:32][CH2:31][CH2:30][CH2:29][CH2:28]1.Cl.[C:38]([C@@H:40]1[CH2:44][CH2:43][CH2:42][NH:41]1)#[N:39], predict the reaction product. The product is: [ClH:36].[NH2:16][C@H:15]([C:24](=[O:25])[N:41]1[CH2:42][CH2:43][CH2:44][C@H:40]1[C:38]#[N:39])[CH2:14][CH2:13][CH2:12][NH:11][S:33]([CH:27]1[CH2:32][CH2:31][CH2:30][CH2:29][CH2:28]1)(=[O:35])=[O:34]. (2) Given the reactants [N:1]1([C:7]([O:9][C:10]([CH3:13])([CH3:12])[CH3:11])=[O:8])[CH2:6][CH2:5][NH:4][CH2:3][CH2:2]1.C(=O)([O-])[O-].[Cs+].[Cs+].C1(P(C2C=CC=CC=2)C2C=CC3C(=CC=CC=3)C=2C2C3C(=CC=CC=3)C=CC=2P(C2C=CC=CC=2)C2C=CC=CC=2)C=CC=CC=1.FC(F)(F)S(O[C:72]1[CH:81]=[CH:80][CH:79]=[C:78]2[C:73]=1[CH:74]=[CH:75][C:76]([CH3:82])=[N:77]2)(=O)=O, predict the reaction product. The product is: [CH3:82][C:76]1[CH:75]=[CH:74][C:73]2[C:78](=[CH:79][CH:80]=[CH:81][C:72]=2[N:4]2[CH2:5][CH2:6][N:1]([C:7]([O:9][C:10]([CH3:13])([CH3:12])[CH3:11])=[O:8])[CH2:2][CH2:3]2)[N:77]=1. (3) Given the reactants [F:1][C:2]([F:20])([F:19])[C:3]1[CH:8]=[CH:7][C:6]([C:9]2[O:13][N:12]=[CH:11][C:10]=2[CH2:14][CH2:15][C:16]([OH:18])=[O:17])=[CH:5][CH:4]=1.S(=O)(=O)(O)O.[CH3:26]O, predict the reaction product. The product is: [F:20][C:2]([F:1])([F:19])[C:3]1[CH:8]=[CH:7][C:6]([C:9]2[O:13][N:12]=[CH:11][C:10]=2[CH2:14][CH2:15][C:16]([O:18][CH3:26])=[O:17])=[CH:5][CH:4]=1. (4) Given the reactants [CH2:1]([O:8][C:9]1[CH:14]=[CH:13][C:12]([C:15](=[O:17])[CH3:16])=[CH:11][CH:10]=1)[C:2]1[CH:7]=[CH:6][CH:5]=[CH:4][CH:3]=1.C[Si]([C:22]#[N:23])(C)C.[H-].[H-].[H-].[H-].[Li+].[Al+3].[OH-].[Na+], predict the reaction product. The product is: [NH2:23][CH2:22][C:15]([C:12]1[CH:13]=[CH:14][C:9]([O:8][CH2:1][C:2]2[CH:7]=[CH:6][CH:5]=[CH:4][CH:3]=2)=[CH:10][CH:11]=1)([OH:17])[CH3:16]. (5) Given the reactants C([O:19][CH2:18][C:17]([CH2:30]OC(=O)C=C)([CH2:16]O[CH2:16][C:17]([CH2:30]OC(=O)C=C)([CH2:24][O:25]C(=O)C=C)[CH2:18][O:19]C(=O)C=C)[CH2:24][O:25]C(=O)C=C)(=O)C=C.N1C(N)=NC(N)=N[C:43]=1N.[CH2:51]1[CH2:56][CH2:55][C:54](O)([C:57]([C:59]2[CH:64]=CC=C[CH:60]=2)=O)CC1.C([C:68](C)=[O:69])C.[CH2:71]([C:75]([CH3:77])=O)[CH:72]([CH3:74])C, predict the reaction product. The product is: [CH3:51][C@@H:56]([CH:16]1[C:17]2([CH:18]=[O:19])[C@H:24]([OH:25])[C@@:71]([CH3:43])([CH2:72][CH:74]=[C:30]2[CH:68]=[O:69])[CH2:75][CH2:77]1)[CH2:55][CH2:54][CH:57]=[C:59]([CH3:60])[CH3:64].